The task is: Regression. Given a peptide amino acid sequence and an MHC pseudo amino acid sequence, predict their binding affinity value. This is MHC class II binding data.. This data is from Peptide-MHC class II binding affinity with 134,281 pairs from IEDB. The peptide sequence is NLTNLLSARKLDSSK. The MHC is H-2-IAb with pseudo-sequence H-2-IAb. The binding affinity (normalized) is 0.113.